From a dataset of Full USPTO retrosynthesis dataset with 1.9M reactions from patents (1976-2016). Predict the reactants needed to synthesize the given product. (1) Given the product [CH3:22][C:6]1[CH:5]=[CH:4][C:3]([NH:2][CH2:31][C:32]2[CH:37]=[CH:36][CH:35]=[C:34]([N+:38]([O-:40])=[O:39])[CH:33]=2)=[CH:8][C:7]=1[NH:9][C:10]([C:12]1[CH:13]=[C:14]2[C:19](=[CH:20][CH:21]=1)[N:18]=[CH:17][CH:16]=[N:15]2)=[O:11], predict the reactants needed to synthesize it. The reactants are: Cl.[NH2:2][C:3]1[CH:4]=[CH:5][C:6]([CH3:22])=[C:7]([NH:9][C:10]([C:12]2[CH:13]=[C:14]3[C:19](=[CH:20][CH:21]=2)[N:18]=[CH:17][CH:16]=[N:15]3)=[O:11])[CH:8]=1.C(N(CC)CC)C.Br[CH2:31][C:32]1[CH:37]=[CH:36][CH:35]=[C:34]([N+:38]([O-:40])=[O:39])[CH:33]=1. (2) Given the product [ClH:1].[Cl:1][C:2]1[CH:3]=[C:4]([CH2:14][N:15]2[C:19]([CH3:20])=[CH:18][C:17]([C:21]([NH:23][CH:24]3[CH2:25][CH2:26][NH:27][CH2:28][CH2:29]3)=[O:22])=[N:16]2)[C:5]2[O:9][C:8]([CH:10]([CH3:11])[CH3:12])=[CH:7][C:6]=2[CH:13]=1, predict the reactants needed to synthesize it. The reactants are: [Cl:1][C:2]1[CH:3]=[C:4]([CH2:14][N:15]2[C:19]([CH3:20])=[CH:18][C:17]([C:21]([NH:23][CH:24]3[CH2:29][CH2:28][N:27](C(OC(C)(C)C)=O)[CH2:26][CH2:25]3)=[O:22])=[N:16]2)[C:5]2[O:9][C:8]([CH:10]([CH3:12])[CH3:11])=[CH:7][C:6]=2[CH:13]=1.